The task is: Predict the reactants needed to synthesize the given product.. This data is from Full USPTO retrosynthesis dataset with 1.9M reactions from patents (1976-2016). (1) Given the product [O:28]1[CH2:29][CH2:31][C@H:26]([O:8][C:9](=[O:10])[O:11][N:12]2[C:13](=[O:14])[CH2:15][CH2:16][C:17]2=[O:18])[CH2:27]1, predict the reactants needed to synthesize it. The reactants are: C1C(=O)N([O:8][C:9]([O:11][N:12]2[C:17](=[O:18])[CH2:16][CH2:15][C:13]2=[O:14])=[O:10])C(=O)C1.CCN(CC)CC.[CH3:26][CH2:27][O:28][C:29]([CH3:31])=O. (2) Given the product [CH2:21]([O:8][C:5]1[CH:6]=[CH:7][C:2]([I:1])=[CH:3][CH:4]=1)[CH2:20][CH2:19][CH2:18][CH2:17][CH2:16][CH2:15][CH2:14][CH2:13][CH2:12][CH2:11][CH3:10], predict the reactants needed to synthesize it. The reactants are: [I:1][C:2]1[CH:7]=[CH:6][C:5]([OH:8])=[CH:4][CH:3]=1.Br[CH2:10][CH2:11][CH2:12][CH2:13][CH2:14][CH2:15][CH2:16][CH2:17][CH2:18][CH2:19][CH2:20][CH3:21].C([O-])([O-])=O.[K+].[K+]. (3) Given the product [CH2:23]([S:25]([C:28]1[CH:29]=[C:30]2[C:34](=[CH:35][CH:36]=1)[NH:33][C:32](=[O:37])/[C:31]/2=[CH:20]\[C:12]1[NH:13][C:14]2[CH2:15][CH2:16][CH2:17][CH2:18][C:19]=2[C:11]=1[CH2:10][CH2:9][C:8]([N:5]1[CH2:6][CH2:7][N:2]([CH3:1])[CH2:3][CH2:4]1)=[O:22])(=[O:26])=[O:27])[CH3:24], predict the reactants needed to synthesize it. The reactants are: [CH3:1][N:2]1[CH2:7][CH2:6][N:5]([C:8](=[O:22])[CH2:9][CH2:10][C:11]2[C:19]3[CH2:18][CH2:17][CH2:16][CH2:15][C:14]=3[NH:13][C:12]=2[CH:20]=O)[CH2:4][CH2:3]1.[CH2:23]([S:25]([C:28]1[CH:29]=[C:30]2[C:34](=[CH:35][CH:36]=1)[NH:33][C:32](=[O:37])[CH2:31]2)(=[O:27])=[O:26])[CH3:24]. (4) Given the product [F:41][C:36]1[CH:35]=[C:34]([N:31]2[CH2:32][CH2:33][CH2:29][C:30]2=[O:42])[CH:39]=[CH:38][C:37]=1[CH3:40], predict the reactants needed to synthesize it. The reactants are: FC(F)(F)C(O)=O.F[C@@H]1[C@@H](C2C=CC(O)=CC=2)CCNC1.C([O-])([O-])=O.[K+].[K+].Br[CH:29]1[CH2:33][CH2:32][N:31]([C:34]2[CH:39]=[CH:38][C:37]([CH3:40])=[C:36]([F:41])[CH:35]=2)[C:30]1=[O:42].CCOC(C)=O. (5) Given the product [Si:1]([O:18][CH:19]([OH:45])[CH2:20][CH2:21][CH2:22][C:23]#[C:24][CH2:25][CH2:26][CH2:27][CH2:28][CH3:29])([C:14]([CH3:17])([CH3:16])[CH3:15])([C:2]1[CH:7]=[CH:6][CH:5]=[CH:4][CH:3]=1)[C:8]1[CH:9]=[CH:10][CH:11]=[CH:12][CH:13]=1, predict the reactants needed to synthesize it. The reactants are: [Si:1]([O:18][CH2:19][CH2:20][CH2:21][CH2:22][CH2:23][C:24]#[C:25][CH2:26][CH2:27][CH2:28][CH2:29]OC1CCCCO1)([C:14]([CH3:17])([CH3:16])[CH3:15])([C:8]1[CH:13]=[CH:12][CH:11]=[CH:10][CH:9]=1)[C:2]1[CH:7]=[CH:6][CH:5]=[CH:4][CH:3]=1.CC1C=CC(S([O-])(=O)=[O:45])=CC=1.C1C=C[NH+]=CC=1. (6) Given the product [F:1][C:2]([F:12])([F:13])[O:3][C:4]1[CH:5]=[CH:6][C:7]([CH2:10][N:11]([CH2:15][C:16]2[CH:25]=[CH:24][C:23]([OH:26])=[C:22]3[C:17]=2[CH:18]=[CH:19][CH:20]=[N:21]3)[CH2:15][C:16]2[CH:25]=[CH:24][C:23]([OH:26])=[C:22]3[C:17]=2[CH:18]=[CH:19][CH:20]=[N:21]3)=[CH:8][CH:9]=1, predict the reactants needed to synthesize it. The reactants are: [F:1][C:2]([F:13])([F:12])[O:3][C:4]1[CH:9]=[CH:8][C:7]([CH2:10][NH2:11])=[CH:6][CH:5]=1.Cl[CH2:15][C:16]1[CH:25]=[CH:24][C:23]([OH:26])=[C:22]2[C:17]=1[CH:18]=[CH:19][CH:20]=[N:21]2. (7) Given the product [Cl:2][C:3]1[CH:4]=[CH:5][C:6]2[N:15]3[C:11](=[N:12][N:13]=[C:14]3[C@H:16]3[CH2:17][CH2:18][C@H:19]([O:22][C:23]4[CH:24]=[CH:25][CH:26]=[CH:27][CH:28]=4)[CH2:20][CH2:21]3)[CH2:10][N:9]([CH2:38][C:39]3[CH:44]=[CH:43][CH:42]=[CH:41][N:40]=3)[CH2:8][C:7]=2[CH:29]=1, predict the reactants needed to synthesize it. The reactants are: Cl.[Cl:2][C:3]1[CH:4]=[CH:5][C:6]2[N:15]3[C:11](=[N:12][N:13]=[C:14]3[C@H:16]3[CH2:21][CH2:20][C@H:19]([O:22][C:23]4[CH:28]=[CH:27][CH:26]=[CH:25][CH:24]=4)[CH2:18][CH2:17]3)[CH2:10][NH:9][CH2:8][C:7]=2[CH:29]=1.C(=O)([O-])[O-].[K+].[K+].Br.Br[CH2:38][C:39]1[CH:44]=[CH:43][CH:42]=[CH:41][N:40]=1.